This data is from Forward reaction prediction with 1.9M reactions from USPTO patents (1976-2016). The task is: Predict the product of the given reaction. (1) Given the reactants [CH3:1][O:2][C:3]([C:5]1[S:6][CH:7]=[CH:8][C:9]=1[CH3:10])=[O:4].[Br:11]N1C(=O)CCC1=O.[CH3:19][C:20](N=N[C:20]([C:22]#N)([CH3:21])[CH3:19])([C:22]#N)[CH3:21], predict the reaction product. The product is: [CH3:1][O:2][C:3]([C:5]1[S:6][C:7]([C:20]([CH3:22])([CH3:21])[CH3:19])=[CH:8][C:9]=1[CH2:10][Br:11])=[O:4]. (2) Given the reactants [CH2:1]([N:8]1[CH2:12][C@@H:11]2[C@@H:13]([NH2:16])[CH2:14][CH2:15][C@@H:10]2[CH2:9]1)[C:2]1[CH:7]=[CH:6][CH:5]=[CH:4][CH:3]=1.C(N(CC)CC)C.[C:24](O[C:24]([O:26][C:27]([CH3:30])([CH3:29])[CH3:28])=[O:25])([O:26][C:27]([CH3:30])([CH3:29])[CH3:28])=[O:25].CO.ClCCl, predict the reaction product. The product is: [CH2:1]([N:8]1[CH2:12][C@@H:11]2[C@@H:13]([NH:16][C:24](=[O:25])[O:26][C:27]([CH3:30])([CH3:29])[CH3:28])[CH2:14][CH2:15][C@@H:10]2[CH2:9]1)[C:2]1[CH:3]=[CH:4][CH:5]=[CH:6][CH:7]=1. (3) Given the reactants C([O-])([O-])=O.[K+].[K+].[CH2:7]([C:9]1[CH:10]=[C:11]([CH:14]=[C:15]([CH3:18])[C:16]=1[OH:17])[CH:12]=[O:13])[CH3:8].[CH2:19](Br)[C:20]1[CH:25]=[CH:24][CH:23]=[CH:22][CH:21]=1, predict the reaction product. The product is: [CH2:19]([O:17][C:16]1[C:15]([CH3:18])=[CH:14][C:11]([CH:12]=[O:13])=[CH:10][C:9]=1[CH2:7][CH3:8])[C:20]1[CH:25]=[CH:24][CH:23]=[CH:22][CH:21]=1.